This data is from NCI-60 drug combinations with 297,098 pairs across 59 cell lines. The task is: Regression. Given two drug SMILES strings and cell line genomic features, predict the synergy score measuring deviation from expected non-interaction effect. (1) Drug 1: CC(C)CN1C=NC2=C1C3=CC=CC=C3N=C2N. Drug 2: B(C(CC(C)C)NC(=O)C(CC1=CC=CC=C1)NC(=O)C2=NC=CN=C2)(O)O. Cell line: SK-MEL-2. Synergy scores: CSS=35.4, Synergy_ZIP=-2.54, Synergy_Bliss=-6.63, Synergy_Loewe=-25.3, Synergy_HSA=-9.53. (2) Drug 1: C1CN(CCN1C(=O)CCBr)C(=O)CCBr. Drug 2: CC(C)NC(=O)C1=CC=C(C=C1)CNNC.Cl. Cell line: SK-OV-3. Synergy scores: CSS=1.47, Synergy_ZIP=-2.58, Synergy_Bliss=-0.824, Synergy_Loewe=-11.3, Synergy_HSA=-6.44. (3) Drug 1: CC1OCC2C(O1)C(C(C(O2)OC3C4COC(=O)C4C(C5=CC6=C(C=C35)OCO6)C7=CC(=C(C(=C7)OC)O)OC)O)O. Drug 2: CN1C(=O)N2C=NC(=C2N=N1)C(=O)N. Cell line: HOP-92. Synergy scores: CSS=38.2, Synergy_ZIP=-8.15, Synergy_Bliss=-0.198, Synergy_Loewe=-9.96, Synergy_HSA=2.72. (4) Cell line: SF-539. Drug 2: C1=CC(=C2C(=C1NCCNCCO)C(=O)C3=C(C=CC(=C3C2=O)O)O)NCCNCCO. Drug 1: C1CC(=O)NC(=O)C1N2CC3=C(C2=O)C=CC=C3N. Synergy scores: CSS=36.9, Synergy_ZIP=-0.546, Synergy_Bliss=-0.625, Synergy_Loewe=-11.4, Synergy_HSA=1.54. (5) Drug 1: CN(C)N=NC1=C(NC=N1)C(=O)N. Drug 2: CNC(=O)C1=NC=CC(=C1)OC2=CC=C(C=C2)NC(=O)NC3=CC(=C(C=C3)Cl)C(F)(F)F. Cell line: SK-MEL-5. Synergy scores: CSS=39.3, Synergy_ZIP=-2.13, Synergy_Bliss=0.472, Synergy_Loewe=-23.3, Synergy_HSA=-0.954. (6) Drug 1: C1C(C(OC1N2C=C(C(=O)NC2=O)F)CO)O. Drug 2: C1CN(CCN1C(=O)CCBr)C(=O)CCBr. Cell line: UACC62. Synergy scores: CSS=23.4, Synergy_ZIP=-10.1, Synergy_Bliss=-2.21, Synergy_Loewe=-8.07, Synergy_HSA=0.740. (7) Drug 1: CC12CCC(CC1=CCC3C2CCC4(C3CC=C4C5=CN=CC=C5)C)O. Drug 2: C1=CC=C(C=C1)NC(=O)CCCCCCC(=O)NO. Cell line: NCIH23. Synergy scores: CSS=10.8, Synergy_ZIP=-2.26, Synergy_Bliss=0.696, Synergy_Loewe=-2.36, Synergy_HSA=0.994. (8) Drug 1: CC12CCC3C(C1CCC2=O)CC(=C)C4=CC(=O)C=CC34C. Drug 2: C1C(C(OC1N2C=NC3=C2NC=NCC3O)CO)O. Cell line: MDA-MB-435. Synergy scores: CSS=17.1, Synergy_ZIP=1.74, Synergy_Bliss=2.38, Synergy_Loewe=2.24, Synergy_HSA=1.64. (9) Drug 1: CN(C)C1=NC(=NC(=N1)N(C)C)N(C)C. Drug 2: CC1CCCC2(C(O2)CC(NC(=O)CC(C(C(=O)C(C1O)C)(C)C)O)C(=CC3=CSC(=N3)C)C)C. Cell line: SN12C. Synergy scores: CSS=0.725, Synergy_ZIP=-1.02, Synergy_Bliss=-0.539, Synergy_Loewe=-5.66, Synergy_HSA=-1.43. (10) Drug 1: CCC1=CC2CC(C3=C(CN(C2)C1)C4=CC=CC=C4N3)(C5=C(C=C6C(=C5)C78CCN9C7C(C=CC9)(C(C(C8N6C)(C(=O)OC)O)OC(=O)C)CC)OC)C(=O)OC.C(C(C(=O)O)O)(C(=O)O)O. Drug 2: CC12CCC3C(C1CCC2O)C(CC4=C3C=CC(=C4)O)CCCCCCCCCS(=O)CCCC(C(F)(F)F)(F)F. Cell line: 786-0. Synergy scores: CSS=18.0, Synergy_ZIP=2.10, Synergy_Bliss=0.339, Synergy_Loewe=-17.4, Synergy_HSA=-0.599.